The task is: Regression. Given a peptide amino acid sequence and an MHC pseudo amino acid sequence, predict their binding affinity value. This is MHC class I binding data.. This data is from Peptide-MHC class I binding affinity with 185,985 pairs from IEDB/IMGT. (1) The peptide sequence is PYLFWLAAI. The MHC is HLA-A31:01 with pseudo-sequence HLA-A31:01. The binding affinity (normalized) is 0. (2) The peptide sequence is YGISSKLAM. The MHC is H-2-Db with pseudo-sequence H-2-Db. The binding affinity (normalized) is 0.353. (3) The peptide sequence is QVNDVLHSV. The MHC is HLA-B46:01 with pseudo-sequence HLA-B46:01. The binding affinity (normalized) is 0.0847. (4) The peptide sequence is FPFKYAAAV. The MHC is Mamu-B17 with pseudo-sequence Mamu-B17. The binding affinity (normalized) is 0.262. (5) The MHC is HLA-B37:01 with pseudo-sequence HLA-B37:01. The peptide sequence is AAYHPQQFIYA. The binding affinity (normalized) is 0. (6) The peptide sequence is ISDSNPYLTQW. The MHC is HLA-B45:01 with pseudo-sequence HLA-B45:01. The binding affinity (normalized) is 0. (7) The peptide sequence is PSEDEQQGH. The MHC is HLA-B27:05 with pseudo-sequence HLA-B27:05. The binding affinity (normalized) is 0.0847. (8) The peptide sequence is RAFLLRHYY. The MHC is HLA-A33:01 with pseudo-sequence HLA-A33:01. The binding affinity (normalized) is 0.247.